This data is from Full USPTO retrosynthesis dataset with 1.9M reactions from patents (1976-2016). The task is: Predict the reactants needed to synthesize the given product. (1) Given the product [O:41]1[C:36]2([CH2:35][CH2:34][N:33]([CH2:32][C:30]3[CH:29]=[C:4]([CH:3]=[C:2]([F:1])[CH:31]=3)[CH2:5][CH2:6][N:7]([CH2:15][C@H:16]([OH:28])[C:17]3[C:25]4[S:24][C:23](=[O:26])[NH:22][C:21]=4[C:20]([OH:27])=[CH:19][CH:18]=3)[C:8](=[O:14])[O:9][C:10]([CH3:13])([CH3:12])[CH3:11])[CH2:49][CH2:48]2)[CH2:37][NH:38][CH2:39][CH2:40]1, predict the reactants needed to synthesize it. The reactants are: [F:1][C:2]1[CH:3]=[C:4]([CH:29]=[C:30]([CH2:32][N:33]2[CH2:49][CH2:48][C:36]3([O:41][CH2:40][CH2:39][N:38](C(=O)C(F)(F)F)[CH2:37]3)[CH2:35][CH2:34]2)[CH:31]=1)[CH2:5][CH2:6][N:7]([CH2:15][C@H:16]([OH:28])[C:17]1[C:25]2[S:24][C:23](=[O:26])[NH:22][C:21]=2[C:20]([OH:27])=[CH:19][CH:18]=1)[C:8](=[O:14])[O:9][C:10]([CH3:13])([CH3:12])[CH3:11]. (2) Given the product [CH2:16]([O:4][CH2:3][C@@H:2]([C:5]([O:7][CH3:8])=[O:6])[NH:1][C:9]([O:11][C:12]([CH3:15])([CH3:14])[CH3:13])=[O:10])[C:17]1[CH:22]=[CH:21][CH:20]=[CH:19][CH:18]=1, predict the reactants needed to synthesize it. The reactants are: [NH:1]([C:9]([O:11][C:12]([CH3:15])([CH3:14])[CH3:13])=[O:10])[CH:2]([C:5]([O:7][CH3:8])=[O:6])[CH2:3][OH:4].[CH2:16](Br)[C:17]1[CH:22]=[CH:21][CH:20]=[CH:19][CH:18]=1. (3) The reactants are: CO[C:3]([C@@H:5]1[CH2:9][C@@H:8]([S:10]([C:13]2[CH:18]=[CH:17][CH:16]=[CH:15][C:14]=2[Cl:19])(=[O:12])=[O:11])[CH2:7][N:6]1[C:20]1[N:24]([CH2:25][CH2:26][N:27]2[CH2:32][CH2:31][O:30][CH2:29][CH2:28]2)[N:23]=[C:22]([CH3:33])[CH:21]=1)=[O:4].ClC1C=CC=CC=1S([C@H]1C[N:47]([C:49](=S)[CH2:50][C:51](=O)[CH3:52])[C@H]([C:55]([O:57]C)=[O:56])C1)(=O)=O.[NH:59](CCN1CCOCC1)N. Given the product [Cl:19][C:14]1[CH:15]=[CH:16][CH:17]=[CH:18][C:13]=1[S:10]([C@H:8]1[CH2:7][N:6]([C:20]2[N:24]([CH2:25][CH2:26][NH+:27]3[CH2:28][CH2:29][O:30][CH2:31][CH2:32]3)[N:23]=[C:22]([CH3:33])[CH:21]=2)[C@H:5]([C:3](=[O:4])[NH:59][C:50]2([C:49]#[N:47])[CH2:52][CH2:51]2)[CH2:9]1)(=[O:12])=[O:11].[CH:55]([O-:57])=[O:56], predict the reactants needed to synthesize it. (4) Given the product [CH2:1]([O:8][C:9]([NH:11][C@H:12]([C:16]([O:18][CH:19]1[CH2:24][CH2:23][CH:22]([C:25]([OH:27])=[O:26])[CH2:21][CH2:20]1)=[O:17])[CH:13]([CH3:15])[CH3:14])=[O:10])[C:2]1[CH:3]=[CH:4][CH:5]=[CH:6][CH:7]=1, predict the reactants needed to synthesize it. The reactants are: [CH2:1]([O:8][C:9]([NH:11][C@H:12]([C:16]([O:18][CH:19]1[CH2:24][CH2:23][CH:22]([C:25]([O:27]CC2C=CC(OC)=CC=2)=[O:26])[CH2:21][CH2:20]1)=[O:17])[CH:13]([CH3:15])[CH3:14])=[O:10])[C:2]1[CH:7]=[CH:6][CH:5]=[CH:4][CH:3]=1.FC(F)(F)C(O)=O.